From a dataset of Catalyst prediction with 721,799 reactions and 888 catalyst types from USPTO. Predict which catalyst facilitates the given reaction. Product: [C:1]([O:5][C:6](=[O:22])[C:7]([S:10][C:11]1[CH:20]=[CH:19][C:18]2[CH2:17][CH:16]([NH:21][C:32](=[O:34])[CH3:33])[CH2:15][CH2:14][C:13]=2[CH:12]=1)([CH3:9])[CH3:8])([CH3:2])([CH3:3])[CH3:4]. Reactant: [C:1]([O:5][C:6](=[O:22])[C:7]([S:10][C:11]1[CH:20]=[CH:19][C:18]2[CH2:17][CH:16]([NH2:21])[CH2:15][CH2:14][C:13]=2[CH:12]=1)([CH3:9])[CH3:8])([CH3:4])([CH3:3])[CH3:2].CCN(C(C)C)C(C)C.[C:32](Cl)(=[O:34])[CH3:33]. The catalyst class is: 2.